Task: Predict the product of the given reaction.. Dataset: Forward reaction prediction with 1.9M reactions from USPTO patents (1976-2016) (1) Given the reactants [CH3:1][C:2]1[CH:7]=[C:6]([C:8](=[O:11])[NH:9][CH3:10])[CH:5]=[CH:4][C:3]=1[N:12]1[CH2:17][CH2:16][N:15](C(OC(C)(C)C)=O)[CH2:14][CH2:13]1.[ClH:25], predict the reaction product. The product is: [ClH:25].[ClH:25].[CH3:10][NH:9][C:8](=[O:11])[C:6]1[CH:5]=[CH:4][C:3]([N:12]2[CH2:17][CH2:16][NH:15][CH2:14][CH2:13]2)=[C:2]([CH3:1])[CH:7]=1. (2) The product is: [C:8]([C:4]1[CH:3]=[C:2]([CH:7]=[CH:6][CH:5]=1)[NH:1][CH2:18][C:19]([O:21][C:22]([CH3:25])([CH3:24])[CH3:23])=[O:20])(=[O:10])[CH3:9]. Given the reactants [NH2:1][C:2]1[CH:3]=[C:4]([C:8](=[O:10])[CH3:9])[CH:5]=[CH:6][CH:7]=1.C(=O)([O-])[O-].[K+].[K+].Br[CH2:18][C:19]([O:21][C:22]([CH3:25])([CH3:24])[CH3:23])=[O:20], predict the reaction product.